Dataset: Full USPTO retrosynthesis dataset with 1.9M reactions from patents (1976-2016). Task: Predict the reactants needed to synthesize the given product. Given the product [Cl:1][C:2]1[CH:10]=[CH:9][CH:8]=[CH:7][C:3]=1[C:4]([NH:20][CH2:19][CH:18]([C:15]1[CH:16]=[N:17][C:12]([CH3:11])=[N:13][CH:14]=1)[N:21]1[CH2:27][CH2:26][CH2:25][O:24][CH2:23][CH2:22]1)=[O:6], predict the reactants needed to synthesize it. The reactants are: [Cl:1][C:2]1[CH:10]=[CH:9][CH:8]=[CH:7][C:3]=1[C:4]([OH:6])=O.[CH3:11][C:12]1[N:17]=[CH:16][C:15]([CH:18]([N:21]2[CH2:27][CH2:26][CH2:25][O:24][CH2:23][CH2:22]2)[CH2:19][NH2:20])=[CH:14][N:13]=1.